From a dataset of Forward reaction prediction with 1.9M reactions from USPTO patents (1976-2016). Predict the product of the given reaction. (1) Given the reactants [F:1][C:2]1[C:3]([C:8]([OH:10])=O)=[N:4][CH:5]=[CH:6][CH:7]=1.F[P-](F)(F)(F)(F)F.N1(OC(N(C)C)=[N+](C)C)C2N=CC=CC=2N=N1.CCN(C(C)C)C(C)C.[NH:44]1[C:52]2[C:47](=[C:48]([C:53]3[CH:54]=[C:55]([NH2:62])[C:56]4[CH:57]=[N:58][NH:59][C:60]=4[CH:61]=3)[CH:49]=[CH:50][CH:51]=2)[CH:46]=[CH:45]1, predict the reaction product. The product is: [F:1][C:2]1[C:3]([C:8]([NH:62][C:55]2[CH:54]=[C:53]([C:48]3[CH:49]=[CH:50][CH:51]=[C:52]4[C:47]=3[CH:46]=[CH:45][NH:44]4)[CH:61]=[C:60]3[C:56]=2[CH:57]=[N:58][NH:59]3)=[O:10])=[N:4][CH:5]=[CH:6][CH:7]=1. (2) Given the reactants [NH2:1][CH2:2][C@H:3]1[C@@H:8]([OH:9])[CH2:7][CH2:6][N:5]([CH2:10][C:11]2[CH:16]=[CH:15][CH:14]=[CH:13][CH:12]=2)[CH2:4]1.[C:17](=[O:20])(O)[O-:18].[Na+].O, predict the reaction product. The product is: [OH:9][C@H:8]1[CH2:7][CH2:6][N:5]([CH2:10][C:11]2[CH:16]=[CH:15][CH:14]=[CH:13][CH:12]=2)[CH2:4][C@H:3]1[CH2:2][NH:1][C:17](=[O:20])[O:18][C:3]([CH3:8])([CH3:4])[CH3:2]. (3) Given the reactants Br[C:2]1[CH:7]=[CH:6][C:5]([C:8]2[N:13]=[C:12]([C:14]3[CH:15]=[N:16][N:17]([CH2:19][O:20][CH2:21][CH2:22][Si:23]([CH3:26])([CH3:25])[CH3:24])[CH:18]=3)[N:11]3[CH:27]=[CH:28][N:29]=[C:10]3[CH:9]=2)=[CH:4][CH:3]=1.[CH:30]12[O:37][CH:34]([CH2:35][CH2:36]1)[CH2:33][NH:32][CH2:31]2.CC([O-])(C)C.[K+].C1(P(C2CCCCC2)C2C=CC=CC=2C2C(OC)=CC=CC=2OC)CCCCC1, predict the reaction product. The product is: [CH3:24][Si:23]([CH3:26])([CH3:25])[CH2:22][CH2:21][O:20][CH2:19][N:17]1[CH:18]=[C:14]([C:12]2[N:11]3[CH:27]=[CH:28][N:29]=[C:10]3[CH:9]=[C:8]([C:5]3[CH:6]=[CH:7][C:2]([N:32]4[CH2:31][CH:30]5[O:37][CH:34]([CH2:35][CH2:36]5)[CH2:33]4)=[CH:3][CH:4]=3)[N:13]=2)[CH:15]=[N:16]1. (4) Given the reactants [Si]([O:8][C:9]1[CH:14]=[C:13]([CH3:15])[C:12]([C:16]2[CH:24]=[CH:23][C:22]([F:25])=[C:21]3[C:17]=2[CH2:18][CH2:19][C@H:20]3[O:26][C:27]2[CH:40]=[CH:39][C:30]3[C@H:31]([CH2:34][C:35]([O:37][CH3:38])=[O:36])[CH2:32][O:33][C:29]=3[CH:28]=2)=[C:11]([CH3:41])[CH:10]=1)(C(C)(C)C)(C)C.[F-].C([N+](CCCC)(CCCC)CCCC)CCC, predict the reaction product. The product is: [F:25][C:22]1[CH:23]=[CH:24][C:16]([C:12]2[C:13]([CH3:15])=[CH:14][C:9]([OH:8])=[CH:10][C:11]=2[CH3:41])=[C:17]2[C:21]=1[C@H:20]([O:26][C:27]1[CH:40]=[CH:39][C:30]3[C@H:31]([CH2:34][C:35]([O:37][CH3:38])=[O:36])[CH2:32][O:33][C:29]=3[CH:28]=1)[CH2:19][CH2:18]2. (5) Given the reactants COC1C=C(OC)C=CC=1[CH2:5][NH:6][CH:7]1[C:16]2[CH2:15][S:14][N:13]=[C:12]([N:17](C(OC(C)(C)C)=O)C(OC(C)(C)C)=O)[C:11]3=[N:32][N:33]([CH2:35][C:36]4[C:41]([CH3:42])=[C:40]([O:43][CH3:44])[C:39]([CH3:45])=[CH:38][N:37]=4)[N:34]=[C:9]([C:10]=23)[CH2:8]1.Cl[CH2:53][CH2:54][N:55]=C=O.[OH-:58].[Na+], predict the reaction product. The product is: [NH2:17][C:12]1[C:11]2[C:10]3[C:9](=[N:34][N:33]([CH2:35][C:36]4[C:41]([CH3:42])=[C:40]([O:43][CH3:44])[C:39]([CH3:45])=[CH:38][N:37]=4)[N:32]=2)[CH2:8][CH:7]([N:6]2[CH2:53][CH2:54][NH:55][C:5]2=[O:58])[C:16]=3[CH2:15][S:14][N:13]=1.